The task is: Predict which catalyst facilitates the given reaction.. This data is from Catalyst prediction with 721,799 reactions and 888 catalyst types from USPTO. Reactant: Br[C:2]1[CH:3]=[C:4]2[C:10]([CH3:11])=[N:9][N:8]([CH2:12][C:13]3[CH:18]=[CH:17][C:16]([O:19][CH3:20])=[CH:15][CH:14]=3)[C:5]2=[N:6][CH:7]=1.[CH3:21][N:22]1[CH2:27][CH2:26][N:25]([C:28]2[CH:33]=[CH:32][C:31](B3OC(C)(C)C(C)(C)O3)=[CH:30][CH:29]=2)[CH2:24][CH2:23]1.C([O-])([O-])=O.[Cs+].[Cs+]. Product: [CH3:20][O:19][C:16]1[CH:17]=[CH:18][C:13]([CH2:12][N:8]2[C:5]3=[N:6][CH:7]=[C:2]([C:31]4[CH:30]=[CH:29][C:28]([N:25]5[CH2:26][CH2:27][N:22]([CH3:21])[CH2:23][CH2:24]5)=[CH:33][CH:32]=4)[CH:3]=[C:4]3[C:10]([CH3:11])=[N:9]2)=[CH:14][CH:15]=1. The catalyst class is: 104.